Dataset: Full USPTO retrosynthesis dataset with 1.9M reactions from patents (1976-2016). Task: Predict the reactants needed to synthesize the given product. Given the product [C:33]1([CH2:32][CH:31]([OH:39])[CH2:30][N:11]2[C:19]([CH3:18])=[CH:20][C:21]([CH3:22])=[N:12]2)[CH:38]=[CH:37][CH:36]=[CH:35][CH:34]=1, predict the reactants needed to synthesize it. The reactants are: C1(CCC(O)C[N:11]2C=CC=[N:12]2)C=CC=CC=1.Cl[CH2:18][CH:19](O)[CH2:20][CH2:21][C:22]1C=CC=CC=1.Cl[CH2:30][CH:31]([OH:39])[CH2:32][C:33]1[CH:38]=[CH:37][CH:36]=[CH:35][CH:34]=1.